This data is from NCI-60 drug combinations with 297,098 pairs across 59 cell lines. The task is: Regression. Given two drug SMILES strings and cell line genomic features, predict the synergy score measuring deviation from expected non-interaction effect. (1) Drug 1: CCCS(=O)(=O)NC1=C(C(=C(C=C1)F)C(=O)C2=CNC3=C2C=C(C=N3)C4=CC=C(C=C4)Cl)F. Drug 2: C(CN)CNCCSP(=O)(O)O. Cell line: KM12. Synergy scores: CSS=-7.68, Synergy_ZIP=3.24, Synergy_Bliss=1.06, Synergy_Loewe=-3.61, Synergy_HSA=-3.14. (2) Drug 1: CC1=C(C=C(C=C1)NC(=O)C2=CC=C(C=C2)CN3CCN(CC3)C)NC4=NC=CC(=N4)C5=CN=CC=C5. Drug 2: CN1C2=C(C=C(C=C2)N(CCCl)CCCl)N=C1CCCC(=O)O.Cl. Cell line: UACC62. Synergy scores: CSS=1.81, Synergy_ZIP=-1.63, Synergy_Bliss=-3.16, Synergy_Loewe=0.163, Synergy_HSA=-2.75. (3) Drug 1: C1C(C(OC1N2C=NC3=C(N=C(N=C32)Cl)N)CO)O. Drug 2: C1CN(P(=O)(OC1)NCCCl)CCCl. Cell line: OVCAR-4. Synergy scores: CSS=6.45, Synergy_ZIP=-2.30, Synergy_Bliss=-0.764, Synergy_Loewe=-1.05, Synergy_HSA=-1.02. (4) Drug 1: CS(=O)(=O)C1=CC(=C(C=C1)C(=O)NC2=CC(=C(C=C2)Cl)C3=CC=CC=N3)Cl. Drug 2: COC1=C(C=C2C(=C1)N=CN=C2NC3=CC(=C(C=C3)F)Cl)OCCCN4CCOCC4. Cell line: RPMI-8226. Synergy scores: CSS=23.4, Synergy_ZIP=8.33, Synergy_Bliss=14.3, Synergy_Loewe=-5.48, Synergy_HSA=8.12. (5) Drug 1: CS(=O)(=O)C1=CC(=C(C=C1)C(=O)NC2=CC(=C(C=C2)Cl)C3=CC=CC=N3)Cl. Synergy scores: CSS=1.13, Synergy_ZIP=-1.23, Synergy_Bliss=-0.781, Synergy_Loewe=-3.95, Synergy_HSA=-3.24. Drug 2: CCCCCOC(=O)NC1=NC(=O)N(C=C1F)C2C(C(C(O2)C)O)O. Cell line: DU-145. (6) Drug 1: C1=CC(=CC=C1C#N)C(C2=CC=C(C=C2)C#N)N3C=NC=N3. Drug 2: CCC1(CC2CC(C3=C(CCN(C2)C1)C4=CC=CC=C4N3)(C5=C(C=C6C(=C5)C78CCN9C7C(C=CC9)(C(C(C8N6C)(C(=O)OC)O)OC(=O)C)CC)OC)C(=O)OC)O.OS(=O)(=O)O. Cell line: HL-60(TB). Synergy scores: CSS=16.9, Synergy_ZIP=-5.56, Synergy_Bliss=-8.34, Synergy_Loewe=7.21, Synergy_HSA=-4.57. (7) Drug 1: CCN(CC)CCNC(=O)C1=C(NC(=C1C)C=C2C3=C(C=CC(=C3)F)NC2=O)C. Drug 2: CCCCC(=O)OCC(=O)C1(CC(C2=C(C1)C(=C3C(=C2O)C(=O)C4=C(C3=O)C=CC=C4OC)O)OC5CC(C(C(O5)C)O)NC(=O)C(F)(F)F)O. Cell line: BT-549. Synergy scores: CSS=43.4, Synergy_ZIP=3.41, Synergy_Bliss=3.33, Synergy_Loewe=-2.37, Synergy_HSA=2.86.